From a dataset of Catalyst prediction with 721,799 reactions and 888 catalyst types from USPTO. Predict which catalyst facilitates the given reaction. (1) Reactant: [CH2:1]([C:3]1[CH:8]=[CH:7][C:6]([N+:9]([O-:11])=[O:10])=[CH:5][CH:4]=1)[CH3:2].[Br:12]N1C(=O)CCC1=O. Product: [Br:12][CH:1]([C:3]1[CH:4]=[CH:5][C:6]([N+:9]([O-:11])=[O:10])=[CH:7][CH:8]=1)[CH3:2]. The catalyst class is: 340. (2) Reactant: [F:1][CH:2]([F:21])[CH2:3][N:4]1[CH2:19][CH:7]2[CH2:8][N:9](C(OC(C)(C)C)=O)[CH2:10][CH2:11][N:6]2[C:5]1=[O:20].C(O)(C(F)(F)F)=O. Product: [F:21][CH:2]([F:1])[CH2:3][N:4]1[CH2:19][CH:7]2[CH2:8][NH:9][CH2:10][CH2:11][N:6]2[C:5]1=[O:20]. The catalyst class is: 2. (3) Reactant: C(=O)([O-])[O-].[K+].[K+].[C:7]([N:11]=[C:12]=[O:13])([CH3:10])([CH3:9])[CH3:8].[CH3:14][C:15]1[NH:19][N:18]=[C:17]([O:20][C:21]2[CH:26]=[CH:25][C:24]([C:27]([F:30])([F:29])[F:28])=[CH:23][C:22]=2[N+:31]([O-:33])=[O:32])[CH:16]=1.Cl. Product: [C:7]([NH:11][C:12]([N:19]1[C:15]([CH3:14])=[CH:16][C:17]([O:20][C:21]2[CH:26]=[CH:25][C:24]([C:27]([F:30])([F:29])[F:28])=[CH:23][C:22]=2[N+:31]([O-:33])=[O:32])=[N:18]1)=[O:13])([CH3:10])([CH3:9])[CH3:8]. The catalyst class is: 3. (4) Reactant: [Cl:1][C:2]1[N:3]=[C:4]2[CH:12]=[C:11]([CH3:13])[CH:10]=[N:9][C:5]2=[N:6][C:7]=1Cl.O.[NH2:15][NH2:16]. Product: [Cl:1][C:2]1[N:3]=[C:4]2[CH:12]=[C:11]([CH3:13])[CH:10]=[N:9][C:5]2=[N:6][C:7]=1[NH:15][NH2:16]. The catalyst class is: 14. (5) Reactant: C[O:2][C:3]1[CH:4]=[N:5][C:6]([NH:9][C:10](=[O:16])[CH2:11][CH2:12][CH2:13][CH2:14][CH3:15])=[N:7][CH:8]=1.B(Br)(Br)Br.CO. Product: [OH:2][C:3]1[CH:4]=[N:5][C:6]([NH:9][C:10](=[O:16])[CH2:11][CH2:12][CH2:13][CH2:14][CH3:15])=[N:7][CH:8]=1. The catalyst class is: 26. (6) The catalyst class is: 13. Reactant: [F:1][C:2]1[CH:8]=[C:7]([F:9])[CH:6]=[CH:5][C:3]=1[NH2:4].C(N(CC)CC)C.Cl[S:18]([C:21]1[CH2:26][O:25][CH2:24][CH2:23][C:22]=1[C:27]([O:29][CH2:30][CH3:31])=[O:28])(=[O:20])=[O:19]. Product: [F:1][C:2]1[CH:8]=[C:7]([F:9])[CH:6]=[CH:5][C:3]=1[NH:4][S:18]([CH:21]1[C:22]([C:27]([O:29][CH2:30][CH3:31])=[O:28])=[CH:23][CH2:24][O:25][CH2:26]1)(=[O:19])=[O:20]. (7) Reactant: [CH3:1][C:2]1([CH3:20])[NH:6][C:5](=[O:7])[N:4]([C:8]2[CH:13]=[CH:12][C:11]([S:14][C:15]([F:18])([F:17])[F:16])=[CH:10][CH:9]=2)[C:3]1=[O:19].[N+:21]([O-])([OH:23])=[O:22].N. Product: [CH3:1][C:2]1([CH3:20])[NH:6][C:5](=[O:7])[N:4]([C:8]2[CH:13]=[CH:12][C:11]([S:14][C:15]([F:18])([F:17])[F:16])=[C:10]([N+:21]([O-:23])=[O:22])[CH:9]=2)[C:3]1=[O:19]. The catalyst class is: 65. (8) Reactant: Br[C:2]1[CH:6]=[CH:5][S:4][C:3]=1[C:7]1[S:8][CH:9]=[CH:10][CH:11]=1.C([Li])CCC.[CH3:17][CH2:18][C:19](=[O:22])[CH2:20][CH3:21]. Product: [S:4]1[CH:5]=[CH:6][C:2]([C:19]([OH:22])([CH2:20][CH3:21])[CH2:18][CH3:17])=[C:3]1[C:7]1[S:8][CH:9]=[CH:10][CH:11]=1. The catalyst class is: 27. (9) Reactant: [CH3:1][C:2]1[N:7]=[C:6]2[S:8][C:9]3[CH2:14][CH2:13][CH2:12][CH2:11][C:10]=3[C:5]2=[C:4]([C:15]2[CH:20]=[CH:19][C:18]([CH3:21])=[CH:17][CH:16]=2)[C:3]=1[CH2:22][C:23]([O:25][CH3:26])=[O:24].ClC1C(=O)C(C#N)=C(C#N)C(=O)C=1Cl. Product: [CH3:1][C:2]1[N:7]=[C:6]2[S:8][C:9]3[CH:14]=[CH:13][CH:12]=[CH:11][C:10]=3[C:5]2=[C:4]([C:15]2[CH:20]=[CH:19][C:18]([CH3:21])=[CH:17][CH:16]=2)[C:3]=1[CH2:22][C:23]([O:25][CH3:26])=[O:24]. The catalyst class is: 262. (10) Reactant: F[C:2](F)(F)[C:3]([O-:5])=O.C(O[C:11]([C:13]1[NH+:22]=[CH:21][C:20]([OH:23])=[C:19]2[C:14]=1[CH2:15][CH2:16][N:17]([CH2:25][C:26]1[CH:31]=[CH:30][C:29]([F:32])=[CH:28][CH:27]=1)[C:18]2=[O:24])=O)C.Br[N:34]1C(=O)CCC1=O.CC(N=NC(C#N)(C)C)(C#N)C. Product: [CH2:13]([N:22]1[CH2:21][C:20]([OH:23])=[C:19]2[C:14]([CH:15]=[CH:16][N:17]([CH2:25][C:26]3[CH:31]=[CH:30][C:29]([F:32])=[CH:28][CH:27]=3)[C:18]2=[O:24])=[C:2]1[C:3]([NH2:34])=[O:5])[CH3:11]. The catalyst class is: 53.